Dataset: Full USPTO retrosynthesis dataset with 1.9M reactions from patents (1976-2016). Task: Predict the reactants needed to synthesize the given product. (1) The reactants are: [Cl:1][C:2]1[CH:3]=[CH:4][C:5]([F:25])=[C:6]([C:8]2[CH:17]=[C:16]([C:18]3[CH:23]=[N:22][CH:21]=[C:20](Cl)[N:19]=3)[C:15]3[C:10](=[N:11][CH:12]=[CH:13][CH:14]=3)[N:9]=2)[CH:7]=1.[N:26]1([CH2:31][CH2:32][N:33]2[CH:37]=[C:36](B3OC(C)(C)C(C)(C)O3)[CH:35]=[N:34]2)[CH2:30][CH2:29][CH2:28][CH2:27]1.O.O.O.P([O-])([O-])([O-])=O.[K+].[K+].[K+].C(N(CC)CC)C. Given the product [Cl:1][C:2]1[CH:3]=[CH:4][C:5]([F:25])=[C:6]([C:8]2[CH:17]=[C:16]([C:18]3[CH:23]=[N:22][CH:21]=[C:20]([C:36]4[CH:35]=[N:34][N:33]([CH2:32][CH2:31][N:26]5[CH2:30][CH2:29][CH2:28][CH2:27]5)[CH:37]=4)[N:19]=3)[C:15]3[C:10](=[N:11][CH:12]=[CH:13][CH:14]=3)[N:9]=2)[CH:7]=1, predict the reactants needed to synthesize it. (2) Given the product [CH2:30]([NH:1][CH2:2][CH2:3][C:4]([C:16]1[CH:21]=[CH:20][C:19]([Cl:22])=[C:18]([Cl:23])[CH:17]=1)([OH:15])[CH2:5][O:6][C:7]1[CH:12]=[CH:11][C:10]([O:13][CH3:14])=[CH:9][CH:8]=1)[C:31]1[CH:36]=[CH:35][CH:34]=[CH:33][CH:32]=1, predict the reactants needed to synthesize it. The reactants are: [NH2:1][CH2:2][CH2:3][C:4]([C:16]1[CH:21]=[CH:20][C:19]([Cl:22])=[C:18]([Cl:23])[CH:17]=1)([OH:15])[CH2:5][O:6][C:7]1[CH:12]=[CH:11][C:10]([O:13][CH3:14])=[CH:9][CH:8]=1.S([O-])([O-])(=O)=O.[Mg+2].[CH:30](=O)[C:31]1[CH:36]=[CH:35][CH:34]=[CH:33][CH:32]=1.[BH4-].[Na+]. (3) Given the product [F:23][CH:22]([F:24])[O:21][C:5]1[C:6]([O:19][CH3:20])=[C:7]([C:2]([C:39]2[CH:47]=[CH:46][CH:45]=[C:44]3[C:40]=2[CH2:41][CH2:42][C:43]3=[O:48])=[CH:3][CH:4]=1)[O:8][CH2:9][C:10]1[CH:18]=[CH:17][C:13]([C:14]([NH2:16])=[O:15])=[CH:12][CH:11]=1, predict the reactants needed to synthesize it. The reactants are: Br[C:2]1[C:7]([O:8][CH2:9][C:10]2[CH:18]=[CH:17][C:13]([C:14]([NH2:16])=[O:15])=[CH:12][CH:11]=2)=[C:6]([O:19][CH3:20])[C:5]([O:21][CH:22]([F:24])[F:23])=[CH:4][CH:3]=1.C(=O)([O-])[O-].[Cs+].[Cs+].CC1(C)C(C)(C)OB([C:39]2[CH:47]=[CH:46][CH:45]=[C:44]3[C:40]=2[CH2:41][CH2:42][C:43]3=[O:48])O1. (4) Given the product [C:1]([O:5][C@@H:6]([C:12]1[C:38]([CH3:39])=[N:37][C:36]2=[CH:40][C:33]3=[N:34][N:35]2[C:13]=1[N:14]1[CH2:15][CH2:16][C:17]([CH3:44])([O:18][CH2:19][CH2:20][CH2:21][CH2:22][CH2:23][C:24]2[CH:25]=[C:26]([F:41])[CH:27]=[CH:28][C:29]=2[CH2:30][O:31][CH2:32]3)[CH2:42][CH2:43]1)[C:7]([OH:9])=[O:8])([CH3:4])([CH3:2])[CH3:3], predict the reactants needed to synthesize it. The reactants are: [C:1]([O:5][C@@H:6]([C:12]1[C:38]([CH3:39])=[N:37][C:36]2=[CH:40][C:33]3=[N:34][N:35]2[C:13]=1[N:14]1[CH2:43][CH2:42][C:17]([CH3:44])([O:18][CH2:19][CH2:20][CH2:21][CH2:22][CH2:23][C:24]2[CH:25]=[C:26]([F:41])[CH:27]=[CH:28][C:29]=2[CH2:30][O:31][CH2:32]3)[CH2:16][CH2:15]1)[C:7]([O:9]CC)=[O:8])([CH3:4])([CH3:3])[CH3:2].[OH-].[Na+]. (5) Given the product [N:12]1[CH:13]=[CH:14][CH:15]=[C:10](/[CH:9]=[CH:8]/[CH2:7][C:6]([NH:5][CH2:4][CH2:3][NH:2][C:17](=[O:37])[CH2:18][CH2:19][CH2:20]/[CH:21]=[CH:22]\[CH2:23]/[CH:24]=[CH:25]\[CH2:26]/[CH:27]=[CH:28]\[CH2:29]/[CH:30]=[CH:31]\[CH2:32]/[CH:33]=[CH:34]\[CH2:35][CH3:36])=[O:16])[CH:11]=1, predict the reactants needed to synthesize it. The reactants are: Cl.[NH2:2][CH2:3][CH2:4][NH:5][C:6](=[O:16])[CH2:7]/[CH:8]=[CH:9]/[C:10]1[CH:11]=[N:12][CH:13]=[CH:14][CH:15]=1.[C:17](O)(=[O:37])[CH2:18][CH2:19][CH2:20]/[CH:21]=[CH:22]\[CH2:23]/[CH:24]=[CH:25]\[CH2:26]/[CH:27]=[CH:28]\[CH2:29]/[CH:30]=[CH:31]\[CH2:32]/[CH:33]=[CH:34]\[CH2:35][CH3:36].CN(C(ON1N=NC2C=CC=NC1=2)=[N+](C)C)C.F[P-](F)(F)(F)(F)F.CCN(C(C)C)C(C)C. (6) Given the product [F:27][C:28]([F:30])([F:29])[CH:7]([CH:4]1[CH2:5][CH2:6][S:1][CH2:2][CH2:3]1)[OH:8], predict the reactants needed to synthesize it. The reactants are: [S:1]1[CH2:6][CH2:5][CH:4]([CH:7]=[O:8])[CH2:3][CH2:2]1.[F-].C([N+](CCCC)(CCCC)CCCC)CCC.[F:27][C:28]([Si](C)(C)C)([F:30])[F:29].